This data is from Full USPTO retrosynthesis dataset with 1.9M reactions from patents (1976-2016). The task is: Predict the reactants needed to synthesize the given product. (1) Given the product [CH2:4]([CH:18]([C:13]1[CH:14]=[CH:15][CH:16]=[CH:17][C:12]=1[O:11][C:10]([F:21])([F:22])[F:9])[C:19]#[N:20])[CH:3]=[CH2:2], predict the reactants needed to synthesize it. The reactants are: [Li+].[CH3:2][CH:3]([N-]C(C)C)[CH3:4].[F:9][C:10]([F:22])([F:21])[O:11][C:12]1[CH:17]=[CH:16][CH:15]=[CH:14][C:13]=1[CH2:18][C:19]#[N:20].C(Br)C=C.CN(P(N(C)C)(N(C)C)=O)C. (2) Given the product [C:22]([O:26][CH2:27][CH2:28][CH2:3][CH3:4])(=[O:25])[CH:23]=[CH2:24].[C:22]([O:26][CH2:27][CH2:28][O:29][CH3:30])(=[O:25])[CH:23]=[CH2:24], predict the reactants needed to synthesize it. The reactants are: N(C(C#N)(C)CCC(O)=O)=N[C:3](C#N)(C)[CH2:4]CC(O)=O.O.[C:22]([O:26][CH2:27][CH2:28][O:29][CH3:30])(=[O:25])[CH:23]=[CH2:24]. (3) Given the product [Cl:6][C:7]1[N:17]=[CH:16][C:15]([CH2:18][N:19]2[C:23]([CH:24]3[CH2:26][CH2:25]3)=[CH:22][C:21]([C:27]3[CH:32]=[CH:31][C:30]([C:33]#[N:34])=[CH:29][CH:28]=3)=[C:20]2[CH3:35])=[CH:14][C:8]=1[CH2:9][OH:10], predict the reactants needed to synthesize it. The reactants are: [BH4-].[Na+].[Cl-].[Ca+2].[Cl-].[Cl:6][C:7]1[N:17]=[CH:16][C:15]([CH2:18][N:19]2[C:23]([CH:24]3[CH2:26][CH2:25]3)=[CH:22][C:21]([C:27]3[CH:32]=[CH:31][C:30]([C:33]#[N:34])=[CH:29][CH:28]=3)=[C:20]2[CH3:35])=[CH:14][C:8]=1[C:9](OCC)=[O:10].ClC1N=CC(CC2C(C3C=CC(C#N)=CC=3)=C(C)NC=2C2CC2)=CC=1C(OCC)=O. (4) Given the product [NH2:1][C:2]1[C:3]([C:15]([NH2:17])=[O:16])=[CH:4][C:5]2[C:13]3[C:8](=[CH:9][CH:10]=[CH:11][CH:12]=3)[N:7]([C:31](=[O:32])[CH2:30][O:29][CH2:22][C:23]3[CH:28]=[CH:27][CH:26]=[CH:25][CH:24]=3)[C:6]=2[N:14]=1, predict the reactants needed to synthesize it. The reactants are: [NH2:1][C:2]1[C:3]([C:15]([NH2:17])=[O:16])=[CH:4][C:5]2[C:13]3[C:8](=[CH:9][CH:10]=[CH:11][CH:12]=3)[NH:7][C:6]=2[N:14]=1.C(Cl)CCl.[CH2:22]([O:29][CH2:30][C:31](O)=[O:32])[C:23]1[CH:28]=[CH:27][CH:26]=[CH:25][CH:24]=1. (5) Given the product [CH3:14][C:4]1[C:5]([CH2:9][CH2:10][C:11]([N:19]2[CH2:20][CH2:21][N:16]([CH3:15])[CH2:17][CH2:18]2)=[O:13])=[C:6]([CH3:8])[NH:7][C:3]=1[CH:1]=[O:2], predict the reactants needed to synthesize it. The reactants are: [CH:1]([C:3]1[NH:7][C:6]([CH3:8])=[C:5]([CH2:9][CH2:10][C:11]([OH:13])=O)[C:4]=1[CH3:14])=[O:2].[CH3:15][N:16]1[CH2:21][CH2:20][NH:19][CH2:18][CH2:17]1. (6) Given the product [Cl:12][C:13]1[CH:18]=[C:17]([O:19][C:20]([F:21])([F:23])[F:22])[CH:16]=[CH:15][C:14]=1[N:24]1[C:28]([CH3:29])=[C:27]([C:30]([NH:33][C:34]2[C:35](=[O:48])[N:36]([C:41]3[CH:46]=[CH:45][CH:44]=[CH:43][C:42]=3[F:47])[N:37]([CH3:40])[C:38]=2[CH3:39])=[O:31])[N:26]=[N:25]1, predict the reactants needed to synthesize it. The reactants are: CN(C=O)C.C(Cl)(=O)C(Cl)=O.[Cl:12][C:13]1[CH:18]=[C:17]([O:19][C:20]([F:23])([F:22])[F:21])[CH:16]=[CH:15][C:14]=1[N:24]1[C:28]([CH3:29])=[C:27]([C:30](O)=[O:31])[N:26]=[N:25]1.[NH2:33][C:34]1[C:35](=[O:48])[N:36]([C:41]2[CH:46]=[CH:45][CH:44]=[CH:43][C:42]=2[F:47])[N:37]([CH3:40])[C:38]=1[CH3:39].C(N(CC)CC)C.C([O-])(O)=O.[Na+].